This data is from Forward reaction prediction with 1.9M reactions from USPTO patents (1976-2016). The task is: Predict the product of the given reaction. (1) Given the reactants [Cl:1][C:2]1[C:3]([CH:31]=O)=[C:4]([C:27]([F:30])([F:29])[F:28])[CH:5]=[C:6]2[C:11]=1[NH:10][C:9](=[O:12])[N:8]([CH2:13][C:14]1[CH:19]=[C:18]([Cl:20])[CH:17]=[CH:16][C:15]=1[S:21]([CH2:24][CH3:25])(=[O:23])=[O:22])[C:7]2=[O:26].[C:33]([O:37][C:38](=[O:46])[N:39]([CH3:45])[C@H:40]1[CH2:44][CH2:43][NH:42][CH2:41]1)([CH3:36])([CH3:35])[CH3:34], predict the reaction product. The product is: [C:33]([O:37][C:38](=[O:46])[N:39]([C@H:40]1[CH2:44][CH2:43][N:42]([CH2:31][C:3]2[C:2]([Cl:1])=[C:11]3[C:6]([C:7](=[O:26])[N:8]([CH2:13][C:14]4[CH:19]=[C:18]([Cl:20])[CH:17]=[CH:16][C:15]=4[S:21]([CH2:24][CH3:25])(=[O:22])=[O:23])[C:9](=[O:12])[NH:10]3)=[CH:5][C:4]=2[C:27]([F:29])([F:30])[F:28])[CH2:41]1)[CH3:45])([CH3:36])([CH3:35])[CH3:34]. (2) Given the reactants [P:1]([O-:4])([O-:3])[O-:2].[Ca:5].[P:6](=[O:10])([OH:9])([OH:8])[OH:7], predict the reaction product. The product is: [P:6]([O-:10])([O-:9])([O-:8])=[O:7].[Ca+2:5].[P:1]([O-:7])([O-:4])([O-:3])=[O:2].[Ca+2:5].[Ca+2:5]. (3) Given the reactants [C:1]([C:6]1[CH:7]=[C:8]([C:28]#[N:29])[C:9]([N:19]2[CH2:24][CH2:23][CH:22]([C:25]([OH:27])=O)[CH2:21][CH2:20]2)=[N:10][C:11]=1[CH2:12][N:13]1[CH2:17][CH2:16][CH2:15][C:14]1=[O:18])(=[O:5])[CH2:2][CH2:3][CH3:4].[F:30][C:31]1[CH:36]=[CH:35][C:34]([NH:37][S:38]([NH2:41])(=[O:40])=[O:39])=[CH:33][CH:32]=1, predict the reaction product. The product is: [C:1]([C:6]1[CH:7]=[C:8]([C:28]#[N:29])[C:9]([N:19]2[CH2:20][CH2:21][CH:22]([C:25]([NH:41][S:38]([NH:37][C:34]3[CH:33]=[CH:32][C:31]([F:30])=[CH:36][CH:35]=3)(=[O:39])=[O:40])=[O:27])[CH2:23][CH2:24]2)=[N:10][C:11]=1[CH2:12][N:13]1[CH2:17][CH2:16][CH2:15][C:14]1=[O:18])(=[O:5])[CH2:2][CH2:3][CH3:4]. (4) Given the reactants [Cl:1][C:2]1[CH:7]=[C:6]([NH2:8])[CH:5]=[CH:4][C:3]=1[C:9]1[CH:14]=[CH:13][CH:12]=[CH:11][C:10]=1[Cl:15].[C:16](N1C=CN=C1)(N1C=CN=C1)=[S:17], predict the reaction product. The product is: [Cl:1][C:2]1[CH:7]=[C:6]([N:8]=[C:16]=[S:17])[CH:5]=[CH:4][C:3]=1[C:9]1[CH:14]=[CH:13][CH:12]=[CH:11][C:10]=1[Cl:15].